The task is: Predict the reaction yield, written as a fraction of the theoretical maximum amount of product (1.0 means a 100% yield; for example, 0.34 means a 34% yield).. This data is from Reaction yield outcomes from USPTO patents with 853,638 reactions. (1) The reactants are [F:1][C:2]1[CH:7]=[CH:6][C:5]([C:8]2[C:13]([C:14]3[CH:19]=[CH:18][N:17]=[CH:16][CH:15]=3)=[C:12]([C:20]3[CH:25]=[CH:24][C:23]([F:26])=[CH:22][CH:21]=3)[N:11]=[C:10]3[NH:27][N:28]=[CH:29][C:9]=23)=[CH:4][CH:3]=1.[Br:30]Br.C(#N)C. The catalyst is C(Cl)(Cl)Cl. The product is [Br:30][C:29]1[C:9]2[C:10](=[N:11][C:12]([C:20]3[CH:25]=[CH:24][C:23]([F:26])=[CH:22][CH:21]=3)=[C:13]([C:14]3[CH:15]=[CH:16][N:17]=[CH:18][CH:19]=3)[C:8]=2[C:5]2[CH:6]=[CH:7][C:2]([F:1])=[CH:3][CH:4]=2)[NH:27][N:28]=1. The yield is 0.970. (2) The reactants are Br[C:2]1[N:7]=[C:6]([C:8]([O:10][CH3:11])=[O:9])[CH:5]=[CH:4][C:3]=1[F:12].[F:13][C:14]1[CH:19]=[C:18]([CH:20]2[CH2:23][O:22][CH2:21]2)[CH:17]=[C:16]([F:24])[C:15]=1B1OC(C)(C)C(C)(C)O1. No catalyst specified. The product is [F:13][C:14]1[CH:19]=[C:18]([CH:20]2[CH2:23][O:22][CH2:21]2)[CH:17]=[C:16]([F:24])[C:15]=1[C:2]1[N:7]=[C:6]([C:8]([O:10][CH3:11])=[O:9])[CH:5]=[CH:4][C:3]=1[F:12]. The yield is 0.470. (3) The reactants are [Cl:1][C:2]1[CH:10]=[C:9]2[C:5]([C:6]([C:18]([O:20]C)=[O:19])=[CH:7][N:8]2C(OC(C)(C)C)=O)=[CH:4][C:3]=1[C:22]1[CH:27]=[CH:26][C:25]([O:28][CH2:29][C:30]2[CH:31]=[N:32][CH:33]=[CH:34][CH:35]=2)=[CH:24][CH:23]=1.[OH-].[Na+]. The catalyst is CO. The product is [Cl:1][C:2]1[CH:10]=[C:9]2[C:5]([C:6]([C:18]([OH:20])=[O:19])=[CH:7][NH:8]2)=[CH:4][C:3]=1[C:22]1[CH:23]=[CH:24][C:25]([O:28][CH2:29][C:30]2[CH:31]=[N:32][CH:33]=[CH:34][CH:35]=2)=[CH:26][CH:27]=1. The yield is 0.230. (4) The reactants are [CH:1]1[C:2]([C:10]([O:12][CH2:13][CH3:14])=[O:11])=[CH:3][N:4]2[C:9]=1[CH:8]=[CH:7][CH:6]=[CH:5]2.F[B-](F)(F)F.C1(P(C2CCCC2)C2CCCC2)CCCC1.C([O-])([O-])=O.[Cs+].[Cs+].Br[C:43]1[CH:48]=[CH:47][CH:46]=[C:45]([F:49])[CH:44]=1. The catalyst is CC([O-])=O.CC([O-])=O.[Pd+2].C1(C)C=CC=CC=1. The product is [F:49][C:45]1[CH:44]=[C:43]([C:3]2[N:4]3[C:9]([CH:8]=[CH:7][CH:6]=[CH:5]3)=[CH:1][C:2]=2[C:10]([O:12][CH2:13][CH3:14])=[O:11])[CH:48]=[CH:47][CH:46]=1. The yield is 0.850. (5) The catalyst is CO. The reactants are [CH3:1][C:2]1[CH:3]=[CH:4][C:5]([C:8]2[C:12]3[C:13]([CH3:19])=[CH:14][C:15]([CH3:18])=[C:16]([CH3:17])[C:11]=3[O:10][CH:9]=2)=[N:6][CH:7]=1. The yield is 0.890. The product is [CH3:1][C:2]1[CH:3]=[CH:4][C:5]([CH:8]2[C:12]3[C:13]([CH3:19])=[CH:14][C:15]([CH3:18])=[C:16]([CH3:17])[C:11]=3[O:10][CH2:9]2)=[N:6][CH:7]=1. (6) The reactants are [C:1]([O:5][C:6]([NH:8][C@H:9]([CH2:13][O:14][CH:15]([F:17])[F:16])[C:10]([OH:12])=O)=[O:7])([CH3:4])([CH3:3])[CH3:2].C(N(CC)CC)C.ClC(OCC(C)C)=O.[CH2:33]([NH2:40])[C:34]1[CH:39]=[CH:38][CH:37]=[CH:36][CH:35]=1. The catalyst is C1COCC1.C(OCC)(=O)C. The product is [CH2:33]([NH:40][C:10](=[O:12])[C@H:9]([NH:8][C:6](=[O:7])[O:5][C:1]([CH3:2])([CH3:3])[CH3:4])[CH2:13][O:14][CH:15]([F:17])[F:16])[C:34]1[CH:39]=[CH:38][CH:37]=[CH:36][CH:35]=1. The yield is 0.500. (7) The reactants are [N:1]1[C:10]2[C:5](=[CH:6][CH:7]=[CH:8][CH:9]=2)[CH:4]=[CH:3][C:2]=1[N:11]1[CH2:14][CH:13]([O:15][C:16]2[C:17]([C:22]3[CH:27]=[CH:26][C:25]([C:28](=[O:30])[CH3:29])=[CH:24][CH:23]=3)=[N:18][CH:19]=[CH:20][N:21]=2)[CH2:12]1.[BH4-].[BH4-].[BH4-].[BH4-].[Na+].[Na+].[Na+].[Na+].[Cl-].[NH4+]. The catalyst is CO. The product is [N:1]1[C:10]2[C:5](=[CH:6][CH:7]=[CH:8][CH:9]=2)[CH:4]=[CH:3][C:2]=1[N:11]1[CH2:12][CH:13]([O:15][C:16]2[C:17]([C:22]3[CH:27]=[CH:26][C:25]([CH:28]([OH:30])[CH3:29])=[CH:24][CH:23]=3)=[N:18][CH:19]=[CH:20][N:21]=2)[CH2:14]1. The yield is 0.750.